Task: Predict the product of the given reaction.. Dataset: Forward reaction prediction with 1.9M reactions from USPTO patents (1976-2016) (1) Given the reactants [Si:1]([O:8][C@H:9]1[CH2:18][C:17]([CH3:20])([CH3:19])[CH2:16][C:15]2[N:14]=[C:13]([CH:21]([CH3:23])[CH3:22])[C:12]([CH:24]=[O:25])=[C:11]([C:26]3[CH2:27][CH2:28][O:29][CH2:30][CH:31]=3)[C:10]1=2)([C:4]([CH3:7])([CH3:6])[CH3:5])([CH3:3])[CH3:2].Br[C:33]1[CH:38]=[CH:37][C:36]([C:39]([F:42])([F:41])[F:40])=[CH:35][N:34]=1, predict the reaction product. The product is: [Si:1]([O:8][C@H:9]1[CH2:18][C:17]([CH3:19])([CH3:20])[CH2:16][C:15]2[N:14]=[C:13]([CH:21]([CH3:22])[CH3:23])[C:12]([C@H:24]([C:33]3[CH:38]=[CH:37][C:36]([C:39]([F:42])([F:41])[F:40])=[CH:35][N:34]=3)[OH:25])=[C:11]([C:26]3[CH2:27][CH2:28][O:29][CH2:30][CH:31]=3)[C:10]1=2)([C:4]([CH3:6])([CH3:7])[CH3:5])([CH3:2])[CH3:3]. (2) The product is: [Cl:28][CH2:29][CH2:30][CH2:31][C:32]#[C:33][C:17]1[CH:18]=[CH:19][C:14]([NH:13][C:12]2[C:11]3[C:6](=[CH:7][C:8]([O:26][CH3:27])=[C:9]([O:24][CH3:25])[CH:10]=3)[N:5]=[CH:4][C:3]=2[C:1]#[N:2])=[C:15]2[O:23][CH2:22][O:21][C:16]=12. Given the reactants [C:1]([C:3]1[CH:4]=[N:5][C:6]2[C:11]([C:12]=1[NH:13][C:14]1[CH:19]=[CH:18][C:17](I)=[C:16]3[O:21][CH2:22][O:23][C:15]=13)=[CH:10][C:9]([O:24][CH3:25])=[C:8]([O:26][CH3:27])[CH:7]=2)#[N:2].[Cl:28][CH2:29][CH2:30][CH2:31][C:32]#[CH:33], predict the reaction product. (3) Given the reactants CC([CH:5]1[CH2:10][CH:9]([N:11]2[CH2:16][CH2:15][N:14]([CH2:17][CH2:18][F:19])[CH2:13][CH2:12]2)[CH2:8][CH2:7][N:6]1C([O-])=O)(C)C, predict the reaction product. The product is: [F:19][CH2:18][CH2:17][N:14]1[CH2:15][CH2:16][N:11]([CH:9]2[CH2:10][CH2:5][NH:6][CH2:7][CH2:8]2)[CH2:12][CH2:13]1. (4) Given the reactants [H-].[Na+].Br[CH2:4][CH2:5][CH2:6][C:7]([NH:9][CH2:10][CH:11]1[O:16][CH:15]([C:17]2[O:18][C:19]([Cl:22])=[CH:20][CH:21]=2)[C:14]2=[C:23]3[N:35]([CH3:36])[C:34](=[O:37])[N:33]([CH3:38])[C:32](=[O:39])[C:24]3=[C:25]([C:26]3[S:27][CH:28]=[C:29]([CH3:31])[N:30]=3)[N:13]2[CH2:12]1)=[O:8], predict the reaction product. The product is: [Cl:22][C:19]1[O:18][C:17]([CH:15]2[C:14]3=[C:23]4[N:35]([CH3:36])[C:34](=[O:37])[N:33]([CH3:38])[C:32](=[O:39])[C:24]4=[C:25]([C:26]4[S:27][CH:28]=[C:29]([CH3:31])[N:30]=4)[N:13]3[CH2:12][CH:11]([CH2:10][N:9]3[CH2:4][CH2:5][CH2:6][C:7]3=[O:8])[O:16]2)=[CH:21][CH:20]=1. (5) Given the reactants [NH2:1][C:2]1[N:3]=[C:4]2[CH:9]=[CH:8][C:7]([O:10][C:11]3[CH:12]=[C:13]([NH:17][C:18](=[O:29])[C:19]4[CH:24]=[CH:23][CH:22]=[C:21]([C:25]([F:28])([F:27])[F:26])[CH:20]=4)[CH:14]=[CH:15][CH:16]=3)=[N:6][N:5]2[CH:30]=1.I[C:32]1[CH:37]=[CH:36][CH:35]=[CH:34][CH:33]=1.C1(P(C2CCCCC2)C2C=CC=CC=2C2C(C(C)C)=CC(C(C)C)=CC=2C(C)C)CCCCC1.CC(C)([O-])C.[Na+].C(=O)([O-])O.[Na+], predict the reaction product. The product is: [NH:1]([C:2]1[N:3]=[C:4]2[CH:9]=[CH:8][C:7]([O:10][C:11]3[CH:12]=[C:13]([NH:17][C:18](=[O:29])[C:19]4[CH:24]=[CH:23][CH:22]=[C:21]([C:25]([F:28])([F:27])[F:26])[CH:20]=4)[CH:14]=[CH:15][CH:16]=3)=[N:6][N:5]2[CH:30]=1)[C:32]1[CH:37]=[CH:36][CH:35]=[CH:34][CH:33]=1. (6) Given the reactants P(Cl)(Cl)(Cl)=O.CN(C)[CH:8]=[O:9].[NH:11]1[C:19]2[C:14](=[CH:15][C:16]([C:20]([O:22][CH3:23])=[O:21])=[CH:17][CH:18]=2)[CH:13]=[CH:12]1.C(=O)([O-])[O-].[K+].[K+], predict the reaction product. The product is: [CH:8]([C:13]1[C:14]2[C:19](=[CH:18][CH:17]=[C:16]([C:20]([O:22][CH3:23])=[O:21])[CH:15]=2)[NH:11][CH:12]=1)=[O:9]. (7) Given the reactants C(N(CC)CC)C.CN(C(ON1N=NC2C=CC=CC1=2)=[N+](C)C)C.[B-](F)(F)(F)F.[N:30]1[CH:35]=[C:34]([C:36]([NH:38][C:39]2([C:42]([OH:44])=O)[CH2:41][CH2:40]2)=[O:37])[CH:33]=[N:32][CH:31]=1.[F:45][CH:46]([F:64])[O:47][C:48]1[CH:63]=[CH:62][C:51]([O:52][C:53]2[CH:58]=[CH:57][C:56]([CH:59]([NH2:61])[CH3:60])=[CH:55][CH:54]=2)=[CH:50][CH:49]=1, predict the reaction product. The product is: [F:45][CH:46]([F:64])[O:47][C:48]1[CH:63]=[CH:62][C:51]([O:52][C:53]2[CH:58]=[CH:57][C:56]([CH:59]([NH:61][C:42]([C:39]3([NH:38][C:36]([C:34]4[CH:33]=[N:32][CH:31]=[N:30][CH:35]=4)=[O:37])[CH2:40][CH2:41]3)=[O:44])[CH3:60])=[CH:55][CH:54]=2)=[CH:50][CH:49]=1.